From a dataset of Forward reaction prediction with 1.9M reactions from USPTO patents (1976-2016). Predict the product of the given reaction. (1) Given the reactants Cl[C:2]1[CH:10]=[CH:9][C:8]([C:11]([NH2:13])=[O:12])=[C:7]2[C:3]=1[CH:4]=[N:5][NH:6]2.CC1(C)C(C)(C)OB([C:22]2[CH:23]=[C:24]([NH:28]C(=O)OC(C)(C)C)[CH:25]=[CH:26][CH:27]=2)O1.C(=O)([O-])[O-].[Cs+].[Cs+].[C:43]([OH:49])([C:45]([F:48])([F:47])[F:46])=[O:44], predict the reaction product. The product is: [NH2:28][C:24]1[CH:23]=[C:22]([C:2]2[CH:10]=[CH:9][C:8]([C:11]([NH2:13])=[O:12])=[C:7]3[C:3]=2[CH:4]=[N:5][NH:6]3)[CH:27]=[CH:26][CH:25]=1.[F:46][C:45]([F:48])([F:47])[C:43]([OH:49])=[O:44]. (2) Given the reactants [CH:1]([N:4](C(C)C)CC)(C)C.[Cl:10][C:11]1[N:20]=[C:19](Cl)[C:18]2[CH2:17][CH2:16][CH2:15][CH2:14][C:13]=2[N:12]=1.[NH:22]1[CH2:26][CH2:25][C@H:24]([C:27]([OH:29])=O)[CH2:23]1.Cl.CN.Cl.CN(C)CCCN=C=NCC.O.ON1C2C=CC=CC=2N=N1, predict the reaction product. The product is: [Cl:10][C:11]1[N:20]=[C:19]([N:22]2[CH2:26][CH2:25][C@H:24]([C:27]([NH:4][CH3:1])=[O:29])[CH2:23]2)[C:18]2[CH2:17][CH2:16][CH2:15][CH2:14][C:13]=2[N:12]=1. (3) The product is: [ClH:40].[NH2:30][C@@H:27]1[CH2:26][CH2:25][C@H:24]([O:23][C:22]2[CH:21]=[CH:20][C:19]([C:17]([NH:16][CH2:15][CH2:14][NH:13][C:11]([C:2]3[CH:3]=[CH:4][C:5]4[C:10](=[CH:9][CH:8]=[CH:7][CH:6]=4)[CH:1]=3)=[O:12])=[O:18])=[CH:39][CH:38]=2)[CH2:29][CH2:28]1. Given the reactants [CH:1]1[C:10]2[C:5](=[CH:6][CH:7]=[CH:8][CH:9]=2)[CH:4]=[CH:3][C:2]=1[C:11]([NH:13][CH2:14][CH2:15][NH:16][C:17]([C:19]1[CH:39]=[CH:38][C:22]([O:23][C@@H:24]2[CH2:29][CH2:28][C@H:27]([NH:30]C(=O)OC(C)(C)C)[CH2:26][CH2:25]2)=[CH:21][CH:20]=1)=[O:18])=[O:12].[ClH:40].C(OCC)(=O)C, predict the reaction product.